This data is from Peptide-MHC class II binding affinity with 134,281 pairs from IEDB. The task is: Regression. Given a peptide amino acid sequence and an MHC pseudo amino acid sequence, predict their binding affinity value. This is MHC class II binding data. The peptide sequence is GKNERELATLHHLNP. The MHC is DRB5_0101 with pseudo-sequence DRB5_0101. The binding affinity (normalized) is 0.301.